This data is from NCI-60 drug combinations with 297,098 pairs across 59 cell lines. The task is: Regression. Given two drug SMILES strings and cell line genomic features, predict the synergy score measuring deviation from expected non-interaction effect. (1) Drug 1: CC1=C(C(=CC=C1)Cl)NC(=O)C2=CN=C(S2)NC3=CC(=NC(=N3)C)N4CCN(CC4)CCO. Drug 2: CS(=O)(=O)CCNCC1=CC=C(O1)C2=CC3=C(C=C2)N=CN=C3NC4=CC(=C(C=C4)OCC5=CC(=CC=C5)F)Cl. Cell line: RPMI-8226. Synergy scores: CSS=9.16, Synergy_ZIP=-0.935, Synergy_Bliss=3.81, Synergy_Loewe=4.99, Synergy_HSA=3.13. (2) Drug 1: COC1=C(C=C2C(=C1)N=CN=C2NC3=CC(=C(C=C3)F)Cl)OCCCN4CCOCC4. Drug 2: CC12CCC3C(C1CCC2=O)CC(=C)C4=CC(=O)C=CC34C. Cell line: NCI-H460. Synergy scores: CSS=30.7, Synergy_ZIP=-2.23, Synergy_Bliss=0.103, Synergy_Loewe=-4.64, Synergy_HSA=1.74. (3) Drug 1: CC1C(C(CC(O1)OC2CC(CC3=C2C(=C4C(=C3O)C(=O)C5=C(C4=O)C(=CC=C5)OC)O)(C(=O)C)O)N)O.Cl. Synergy scores: CSS=27.8, Synergy_ZIP=-1.78, Synergy_Bliss=1.95, Synergy_Loewe=4.18, Synergy_HSA=4.64. Cell line: SK-MEL-28. Drug 2: CC1CCC2CC(C(=CC=CC=CC(CC(C(=O)C(C(C(=CC(C(=O)CC(OC(=O)C3CCCCN3C(=O)C(=O)C1(O2)O)C(C)CC4CCC(C(C4)OC)O)C)C)O)OC)C)C)C)OC. (4) Drug 1: CC1CCC2CC(C(=CC=CC=CC(CC(C(=O)C(C(C(=CC(C(=O)CC(OC(=O)C3CCCCN3C(=O)C(=O)C1(O2)O)C(C)CC4CCC(C(C4)OC)O)C)C)O)OC)C)C)C)OC. Drug 2: CC1=C2C(C(=O)C3(C(CC4C(C3C(C(C2(C)C)(CC1OC(=O)C(C(C5=CC=CC=C5)NC(=O)C6=CC=CC=C6)O)O)OC(=O)C7=CC=CC=C7)(CO4)OC(=O)C)O)C)OC(=O)C. Cell line: BT-549. Synergy scores: CSS=12.5, Synergy_ZIP=-0.992, Synergy_Bliss=1.25, Synergy_Loewe=-0.292, Synergy_HSA=2.27. (5) Drug 1: CC1=C2C(C(=O)C3(C(CC4C(C3C(C(C2(C)C)(CC1OC(=O)C(C(C5=CC=CC=C5)NC(=O)C6=CC=CC=C6)O)O)OC(=O)C7=CC=CC=C7)(CO4)OC(=O)C)O)C)OC(=O)C. Drug 2: C(=O)(N)NO. Cell line: SN12C. Synergy scores: CSS=5.76, Synergy_ZIP=6.70, Synergy_Bliss=12.3, Synergy_Loewe=-4.66, Synergy_HSA=10.6. (6) Drug 1: CCCCC(=O)OCC(=O)C1(CC(C2=C(C1)C(=C3C(=C2O)C(=O)C4=C(C3=O)C=CC=C4OC)O)OC5CC(C(C(O5)C)O)NC(=O)C(F)(F)F)O. Drug 2: CCC1(C2=C(COC1=O)C(=O)N3CC4=CC5=C(C=CC(=C5CN(C)C)O)N=C4C3=C2)O.Cl. Cell line: SF-268. Synergy scores: CSS=43.9, Synergy_ZIP=-3.08, Synergy_Bliss=-0.832, Synergy_Loewe=2.56, Synergy_HSA=3.88. (7) Drug 1: C1CCC(CC1)NC(=O)N(CCCl)N=O. Drug 2: CCC1(C2=C(COC1=O)C(=O)N3CC4=CC5=C(C=CC(=C5CN(C)C)O)N=C4C3=C2)O.Cl. Cell line: MDA-MB-435. Synergy scores: CSS=16.9, Synergy_ZIP=-0.709, Synergy_Bliss=4.03, Synergy_Loewe=-57.0, Synergy_HSA=0.772.